Predict the reactants needed to synthesize the given product. From a dataset of Full USPTO retrosynthesis dataset with 1.9M reactions from patents (1976-2016). (1) Given the product [Cl:1][C:2]1[CH:3]=[C:4]([C:5]([NH:27][C@@H:28]2[C:36]3[C:31](=[CH:32][CH:33]=[CH:34][CH:35]=3)[CH2:30][C@@H:29]2[OH:37])=[O:6])[CH:8]=[CH:9][C:10]=1[C:11]([NH:12][C:13]1[CH:18]=[CH:17][C:16]([Cl:19])=[C:15]([C:20]2[CH:25]=[CH:24][CH:23]=[CH:22][N:21]=2)[CH:14]=1)=[O:26], predict the reactants needed to synthesize it. The reactants are: [Cl:1][C:2]1[CH:3]=[C:4]([CH:8]=[CH:9][C:10]=1[C:11](=[O:26])[NH:12][C:13]1[CH:18]=[CH:17][C:16]([Cl:19])=[C:15]([C:20]2[CH:25]=[CH:24][CH:23]=[CH:22][N:21]=2)[CH:14]=1)[C:5](O)=[O:6].[NH2:27][C@@H:28]1[C:36]2[C:31](=[CH:32][CH:33]=[CH:34][CH:35]=2)[CH2:30][C@@H:29]1[OH:37]. (2) Given the product [NH2:12][C:9]1[C:10]2[N:11]=[C:2]([C:16]3[CH:17]=[C:18]([CH:22]=[CH:23][CH:24]=3)[C:19]([OH:21])=[O:20])[CH:3]=[CH:4][C:5]=2[N:6]=[CH:7][N:8]=1, predict the reactants needed to synthesize it. The reactants are: Cl[C:2]1[CH:3]=[CH:4][C:5]2[N:6]=[CH:7][N:8]=[C:9]([NH2:12])[C:10]=2[N:11]=1.B([C:16]1[CH:17]=[C:18]([CH:22]=[CH:23][CH:24]=1)[C:19]([OH:21])=[O:20])(O)O.C(=O)([O-])[O-].[K+].[K+].